Dataset: Reaction yield outcomes from USPTO patents with 853,638 reactions. Task: Predict the reaction yield, written as a fraction of the theoretical maximum amount of product (1.0 means a 100% yield; for example, 0.34 means a 34% yield). (1) The reactants are [Br:1][C:2]1[CH:3]=[C:4]2[C:8](=[CH:9][CH:10]=1)[NH:7][CH:6]=[C:5]2[C:11](=[O:17])[CH2:12][CH2:13][C:14]([OH:16])=[O:15].[H-].[Na+].[CH3:20][N:21]([CH3:32])[C:22]1[N:27]=[C:26]([N:28]([CH3:30])[CH3:29])[N:25]=[C:24](Cl)[N:23]=1.Cl. The catalyst is CN(C)C=O.O. The product is [CH3:29][N:28]([CH3:30])[C:26]1[N:27]=[C:22]([N:21]([CH3:32])[CH3:20])[N:23]=[C:24]([N:7]2[C:8]3[C:4](=[CH:3][C:2]([Br:1])=[CH:10][CH:9]=3)[C:5]([C:11](=[O:17])[CH2:12][CH2:13][C:14]([OH:16])=[O:15])=[CH:6]2)[N:25]=1. The yield is 0.480. (2) The catalyst is C1C=CC([P]([Pd]([P](C2C=CC=CC=2)(C2C=CC=CC=2)C2C=CC=CC=2)([P](C2C=CC=CC=2)(C2C=CC=CC=2)C2C=CC=CC=2)[P](C2C=CC=CC=2)(C2C=CC=CC=2)C2C=CC=CC=2)(C2C=CC=CC=2)C2C=CC=CC=2)=CC=1.O. The yield is 0.820. The product is [S:24]1[CH:28]=[CH:27][CH:26]=[C:25]1[C:2]1[C:3]2[N:4]([N:21]=[CH:22][N:23]=2)[C:5]([N:8]2[CH2:13][CH2:12][N:11]([C:14]([O:16][C:17]([CH3:20])([CH3:19])[CH3:18])=[O:15])[CH2:10][CH2:9]2)=[N:6][CH:7]=1. The reactants are Br[C:2]1[C:3]2[N:4]([N:21]=[CH:22][N:23]=2)[C:5]([N:8]2[CH2:13][CH2:12][N:11]([C:14]([O:16][C:17]([CH3:20])([CH3:19])[CH3:18])=[O:15])[CH2:10][CH2:9]2)=[N:6][CH:7]=1.[S:24]1[CH:28]=[CH:27][CH:26]=[C:25]1B(O)O.C([O-])([O-])=O.[Cs+].[Cs+].O1CCOCC1.